This data is from Buchwald-Hartwig C-N cross coupling reaction yields with 55,370 reactions. The task is: Predict the reaction yield, written as a fraction of the theoretical maximum amount of product (1.0 means a 100% yield; for example, 0.34 means a 34% yield). (1) The reactants are Ic1cccnc1.Cc1ccc(N)cc1.O=S(=O)(O[Pd]1c2ccccc2-c2ccccc2N~1)C(F)(F)F.CC(C)c1cc(C(C)C)c(-c2ccccc2P(C2CCCCC2)C2CCCCC2)c(C(C)C)c1.CN1CCCN2CCCN=C12.c1ccc2nocc2c1. No catalyst specified. The product is Cc1ccc(Nc2cccnc2)cc1. The yield is 0.0509. (2) The reactants are Ic1ccccn1.Cc1ccc(N)cc1.O=S(=O)(O[Pd]1c2ccccc2-c2ccccc2N~1)C(F)(F)F.COc1ccc(OC)c(P(C(C)(C)C)C(C)(C)C)c1-c1c(C(C)C)cc(C(C)C)cc1C(C)C.CCN=P(N=P(N(C)C)(N(C)C)N(C)C)(N(C)C)N(C)C.COC(=O)c1cc(-c2cccs2)on1. No catalyst specified. The product is Cc1ccc(Nc2ccccn2)cc1. The yield is 0.701. (3) The reactants are Clc1ccccn1.Cc1ccc(N)cc1.O=S(=O)(O[Pd]1c2ccccc2-c2ccccc2N~1)C(F)(F)F.COc1ccc(OC)c(P([C@]23C[C@H]4C[C@H](C[C@H](C4)C2)C3)[C@]23C[C@H]4C[C@H](C[C@H](C4)C2)C3)c1-c1c(C(C)C)cc(C(C)C)cc1C(C)C.CCN=P(N=P(N(C)C)(N(C)C)N(C)C)(N(C)C)N(C)C.c1ccc(-c2ccon2)cc1. No catalyst specified. The product is Cc1ccc(Nc2ccccn2)cc1. The yield is 0.746. (4) The reactants are Clc1ccccn1.Cc1ccc(N)cc1.O=S(=O)(O[Pd]1c2ccccc2-c2ccccc2N~1)C(F)(F)F.COc1ccc(OC)c(P(C(C)(C)C)C(C)(C)C)c1-c1c(C(C)C)cc(C(C)C)cc1C(C)C.CN(C)C(=NC(C)(C)C)N(C)C.c1ccc(-c2ccon2)cc1. No catalyst specified. The product is Cc1ccc(Nc2ccccn2)cc1. The yield is 0.782.